Dataset: Reaction yield outcomes from USPTO patents with 853,638 reactions. Task: Predict the reaction yield, written as a fraction of the theoretical maximum amount of product (1.0 means a 100% yield; for example, 0.34 means a 34% yield). (1) The reactants are [NH2:1][C:2]1[N:3]([CH3:24])[C:4](=[O:23])[C:5]2([C:15]3[C:10](=[CH:11][CH:12]=[C:13](Br)[CH:14]=3)[O:9][CH:8]([C:17]3[CH:22]=[CH:21][CH:20]=[CH:19][CH:18]=3)[CH2:7]2)[N:6]=1.[Cl:25][C:26]1[CH:31]=[CH:30][C:29]([C:32]#[N:33])=[CH:28][C:27]=1B(O)O. The catalyst is O1CCOCC1.C([O-])([O-])=O.[Cs+].[Cs+].Cl[Pd](Cl)([P](C1C=CC=CC=1)(C1C=CC=CC=1)C1C=CC=CC=1)[P](C1C=CC=CC=1)(C1C=CC=CC=1)C1C=CC=CC=1. The product is [NH2:1][C:2]1[N:3]([CH3:24])[C:4](=[O:23])[C:5]2([C:15]3[C:10](=[CH:11][CH:12]=[C:13]([C:27]4[CH:28]=[C:29]([CH:30]=[CH:31][C:26]=4[Cl:25])[C:32]#[N:33])[CH:14]=3)[O:9][CH:8]([C:17]3[CH:22]=[CH:21][CH:20]=[CH:19][CH:18]=3)[CH2:7]2)[N:6]=1. The yield is 0.180. (2) The product is [CH:22]1[C:23]2[CH:11]([CH2:10][O:9][C:7]([NH:8][CH:28]([O:27][CH3:25])[C:29]([O:4][CH3:3])=[O:1])=[O:24])[C:12]3[C:17](=[CH:16][CH:15]=[CH:14][CH:13]=3)[C:18]=2[CH:19]=[CH:20][CH:21]=1. The yield is 0.550. No catalyst specified. The reactants are [OH2:1].C(O)(=O)[CH:3]=[O:4].[C:7](=[O:24])([O:9][CH2:10][CH:11]1[C:23]2[CH:22]=[CH:21][CH:20]=[CH:19][C:18]=2[C:17]2[C:12]1=[CH:13][CH:14]=[CH:15][CH:16]=2)[NH2:8].[CH2:25]([O:27][CH2:28][CH3:29])C. (3) The reactants are [H-].[Na+].CN(C)C=O.[CH:8]1[C:20]2[NH:19][C:18]3[C:13](=[CH:14][CH:15]=[CH:16][CH:17]=3)[C:12]=2[CH:11]=[CH:10][CH:9]=1.Cl[C:22]1[CH:27]=[C:26]([C:28]2[CH:33]=[CH:32][CH:31]=[CH:30][CH:29]=2)[N:25]=[CH:24][N:23]=1. The catalyst is O. The product is [CH:17]1[C:18]2[N:19]([C:22]3[CH:27]=[C:26]([C:28]4[CH:33]=[CH:32][CH:31]=[CH:30][CH:29]=4)[N:25]=[CH:24][N:23]=3)[C:20]3[C:12](=[CH:11][CH:10]=[CH:9][CH:8]=3)[C:13]=2[CH:14]=[CH:15][CH:16]=1. The yield is 0.620. (4) The reactants are [O:1]1[C:5]2[CH:6]=[CH:7][C:8]([C:10](=[O:12])C)=[CH:9][C:4]=2[CH2:3][CH2:2]1.Cl[O-].[Na+].S(=O)(O)[O-:17].[Na+].Cl. No catalyst specified. The product is [O:1]1[C:5]2[CH:6]=[CH:7][C:8]([C:10]([OH:12])=[O:17])=[CH:9][C:4]=2[CH2:3][CH2:2]1. The yield is 0.970. (5) The reactants are O[CH2:2][C:3]1[C:11]([CH2:12][C@H:13]2[CH2:17][CH2:16][O:15][C:14]2=[O:18])=[CH:10][CH:9]=[C:8]2[C:4]=1[CH:5]=[N:6][NH:7]2.S(Cl)(Cl)=O.[C:23](=[O:26])([O-])[O-].[K+].[K+].[CH2:29]([NH2:34])[C:30]([CH3:33])([CH3:32])[CH3:31].Cl[CH2:36]Cl. No catalyst specified. The product is [C:14]([O:15][CH2:16][CH2:17][C@H:13]1[C:23](=[O:26])[N:34]([CH2:29][C:30]([CH3:33])([CH3:32])[CH3:31])[CH2:2][C:3]2[C:4]3[CH:5]=[N:6][NH:7][C:8]=3[CH:9]=[CH:10][C:11]=2[CH2:12]1)(=[O:18])[CH3:36]. The yield is 0.190. (6) The reactants are CO[C:3](=[O:30])[C:4]1[CH:9]=[CH:8][C:7]([NH:10][C:11]2[N:12]=[CH:13][C:14]3[CH:19]=[C:18]([C:20](=[O:24])[N:21]([CH3:23])[CH3:22])[N:17]([CH:25]4[CH2:29][CH2:28][CH2:27][CH2:26]4)[C:15]=3[N:16]=2)=[N:6][CH:5]=1.[NH:31]1[CH2:36][CH2:35][CH:34]([OH:37])[CH2:33][CH2:32]1.C([Mg]Cl)(C)C. The catalyst is C(Cl)Cl. The product is [CH3:23][N:21]([CH3:22])[C:20]([C:18]1[N:17]([CH:25]2[CH2:26][CH2:27][CH2:28][CH2:29]2)[C:15]2[N:16]=[C:11]([NH:10][C:7]3[CH:8]=[CH:9][C:4]([C:3]([N:31]4[CH2:36][CH2:35][CH:34]([OH:37])[CH2:33][CH2:32]4)=[O:30])=[CH:5][N:6]=3)[N:12]=[CH:13][C:14]=2[CH:19]=1)=[O:24]. The yield is 0.510. (7) The reactants are [F:1][C:2]1[CH:7]=[CH:6][C:5]([C:8]2[C:16]3[C:11](=[CH:12][CH:13]=[C:14]([C:17]([OH:19])=O)[CH:15]=3)[NH:10][N:9]=2)=[CH:4][CH:3]=1.O.ON1C2C=CC=CC=2N=N1.Cl.CN(C)CCCN=C=NCC.[CH3:43][O:44][CH2:45][CH2:46][NH2:47]. The product is [F:1][C:2]1[CH:3]=[CH:4][C:5]([C:8]2[C:16]3[C:11](=[CH:12][CH:13]=[C:14]([C:17]([NH:47][CH2:46][CH2:45][O:44][CH3:43])=[O:19])[CH:15]=3)[NH:10][N:9]=2)=[CH:6][CH:7]=1. The yield is 0.660. The catalyst is O1CCCC1.O.CN(C)C=O. (8) The reactants are C(OC([NH:8][C@H:9]1[C@H:14]([O:15][Si](C(C)(C)C)(C)C)[C@@H:13]([CH3:23])[CH2:12][N:11]([C:24]2[C:29]([NH:30][C:31]([C:33]3[N:34]=[C:35]([C:46]4[C:51]([F:52])=[CH:50][CH:49]=[CH:48][C:47]=4[F:53])[S:36][C:37]=3[NH:38]C(=O)OC(C)(C)C)=[O:32])=[CH:28][N:27]=[C:26]3[O:54][CH2:55][CH2:56][C:25]=23)[CH2:10]1)=O)(C)(C)C.[H+].[H+].F[Si-2](F)(F)(F)(F)F.O.[NH4+].[OH-]. The yield is 0.330. The product is [NH2:38][C:37]1[S:36][C:35]([C:46]2[C:47]([F:53])=[CH:48][CH:49]=[CH:50][C:51]=2[F:52])=[N:34][C:33]=1[C:31]([NH:30][C:29]1[C:24]([N:11]2[CH2:12][C@H:13]([CH3:23])[C@@H:14]([OH:15])[C@H:9]([NH2:8])[CH2:10]2)=[C:25]2[CH2:56][CH2:55][O:54][C:26]2=[N:27][CH:28]=1)=[O:32]. The catalyst is CC#N. (9) The reactants are C(=O)([O-])O.[Na+].[CH3:6][O:7][C:8]1[C:9](=[O:45])[C:10]([CH3:44])=[C:11]([CH2:17][C:18]2[CH:39]=[CH:38][C:21]([C:22]([NH:24][C:25]3[CH:30]=[CH:29][C:28]([S:31]([C:34]([F:37])([F:36])[F:35])(=[O:33])=[O:32])=[CH:27][CH:26]=3)=[O:23])=[C:20]([O:40]C(=O)C)[CH:19]=2)[C:12](=[O:16])[C:13]=1[O:14][CH3:15]. The catalyst is CO. The product is [CH3:6][O:7][C:8]1[C:9](=[O:45])[C:10]([CH3:44])=[C:11]([CH2:17][C:18]2[CH:39]=[CH:38][C:21]([C:22]([NH:24][C:25]3[CH:26]=[CH:27][C:28]([S:31]([C:34]([F:35])([F:36])[F:37])(=[O:32])=[O:33])=[CH:29][CH:30]=3)=[O:23])=[C:20]([OH:40])[CH:19]=2)[C:12](=[O:16])[C:13]=1[O:14][CH3:15]. The yield is 0.330. (10) The reactants are [CH2:1]([O:3][C:4]([C:10]1[CH:42]=[CH:41][C:13]([CH2:14][N:15]([C:30]2[N:31]=[CH:32][C:33]3[C:38]([C:39]=2[CH3:40])=[CH:37][CH:36]=[CH:35][CH:34]=3)[S:16]([C:19]2[CH:29]=[CH:28][C:22]([C:23]([O:25]CC)=[O:24])=[CH:21][CH:20]=2)(=[O:18])=[O:17])=[CH:12][CH:11]=1)([CH3:9])[C:5]([F:8])([F:7])[F:6])[CH3:2].[OH-].[Na+].Cl. The catalyst is C(O)C.O1CCCC1. The product is [CH2:1]([O:3][C:4]([C:10]1[CH:11]=[CH:12][C:13]([CH2:14][N:15]([C:30]2[N:31]=[CH:32][C:33]3[C:38]([C:39]=2[CH3:40])=[CH:37][CH:36]=[CH:35][CH:34]=3)[S:16]([C:19]2[CH:29]=[CH:28][C:22]([C:23]([OH:25])=[O:24])=[CH:21][CH:20]=2)(=[O:17])=[O:18])=[CH:41][CH:42]=1)([CH3:9])[C:5]([F:6])([F:7])[F:8])[CH3:2]. The yield is 0.850.